From a dataset of Peptide-MHC class II binding affinity with 134,281 pairs from IEDB. Regression. Given a peptide amino acid sequence and an MHC pseudo amino acid sequence, predict their binding affinity value. This is MHC class II binding data. (1) The peptide sequence is DIHRLEPVKCDTLLC. The MHC is HLA-DQA10501-DQB10302 with pseudo-sequence HLA-DQA10501-DQB10302. The binding affinity (normalized) is 0.409. (2) The peptide sequence is AFKVAATAADAAPAN. The MHC is DRB1_0802 with pseudo-sequence DRB1_0802. The binding affinity (normalized) is 0.505. (3) The peptide sequence is QGEPGRVIRGKKGAG. The MHC is HLA-DQA10101-DQB10501 with pseudo-sequence HLA-DQA10101-DQB10501. The binding affinity (normalized) is 0.0138. (4) The peptide sequence is LPSQAFEYILYNKG. The MHC is HLA-DQA10101-DQB10501 with pseudo-sequence HLA-DQA10101-DQB10501. The binding affinity (normalized) is 0.264. (5) The peptide sequence is GELQLVDKIDAAFKI. The MHC is DRB1_0401 with pseudo-sequence DRB1_0401. The binding affinity (normalized) is 0.575. (6) The peptide sequence is VNWEVIIMDEAHFLD. The MHC is HLA-DQA10501-DQB10402 with pseudo-sequence HLA-DQA10501-DQB10402. The binding affinity (normalized) is 0.409. (7) The peptide sequence is DLTLPWQSGSGGVWR. The MHC is HLA-DQA10201-DQB10402 with pseudo-sequence HLA-DQA10201-DQB10402. The binding affinity (normalized) is 0.